From a dataset of Catalyst prediction with 721,799 reactions and 888 catalyst types from USPTO. Predict which catalyst facilitates the given reaction. (1) Product: [CH2:1]([C:4]1[C:9]([O:10][CH3:11])=[CH:8][CH:7]=[C:6]2[C:5]=1[O:15][C:19]([CH2:18][O:17][CH3:16])([CH3:20])[CH2:13][C:12]2=[O:14])[CH:2]=[CH2:3]. The catalyst class is: 11. Reactant: [CH2:1]([C:4]1[C:5]([OH:15])=[C:6]([C:12](=[O:14])[CH3:13])[CH:7]=[CH:8][C:9]=1[O:10][CH3:11])[CH:2]=[CH2:3].[CH3:16][O:17][CH2:18][C:19](=O)[CH3:20].N1CCCC1.C(O)(=O)C. (2) Reactant: [NH:1]1[CH:5]=[CH:4][N:3]=[C:2]1[N:6]1[C:14]2[C:9](=[CH:10][C:11]([N+:15]([O-:17])=[O:16])=[CH:12][CH:13]=2)[CH2:8][CH2:7]1.[C:18](=O)([O-])[O-].[K+].[K+].CI. Product: [CH3:18][N:1]1[CH:5]=[CH:4][N:3]=[C:2]1[N:6]1[C:14]2[C:9](=[CH:10][C:11]([N+:15]([O-:17])=[O:16])=[CH:12][CH:13]=2)[CH2:8][CH2:7]1. The catalyst class is: 39. (3) Reactant: C(O[C@@H:5]1[CH2:14][C:9]2([CH2:13][CH2:12][CH2:11][CH2:10]2)[C@@H:8]([C:15]([O:17][CH2:18]C)=[O:16])[C:7]([CH3:20])=[CH:6]1)(=O)C.C1CCN2C(=NCCC2)CC1. Product: [CH3:20][C:7]1[CH:6]=[CH:5][CH2:14][C:9]2([CH2:10][CH2:11][CH2:12][CH2:13]2)[C:8]=1[C:15]([O:17][CH3:18])=[O:16]. The catalyst class is: 33. (4) Reactant: [CH3:1][N:2]1[CH:6]=[C:5]([S:7](Cl)(=[O:9])=[O:8])[N:4]=[CH:3]1.Cl.BrC1C=CC(S([NH:22][CH:23]([C:40]2[CH:45]=[CH:44][CH:43]=[CH:42][CH:41]=2)[CH2:24][CH2:25][N:26]2[CH2:31][CH2:30][CH:29]([C:32]3[N:33]([CH2:38][CH3:39])[N:34]=[C:35]([CH3:37])[CH:36]=3)[CH2:28][CH2:27]2)(=O)=O)=CC=1.CCN(CC)CC. Product: [CH2:38]([N:33]1[C:32]([CH:29]2[CH2:30][CH2:31][N:26]([CH2:25][CH2:24][CH:23]([NH:22][S:7]([C:5]3[N:4]=[CH:3][N:2]([CH3:1])[CH:6]=3)(=[O:9])=[O:8])[C:40]3[CH:41]=[CH:42][CH:43]=[CH:44][CH:45]=3)[CH2:27][CH2:28]2)=[CH:36][C:35]([CH3:37])=[N:34]1)[CH3:39]. The catalyst class is: 2. (5) Reactant: [Cl:1][C:2]1[C:7]([Cl:8])=[CH:6][CH:5]=[CH:4][C:3]=1[CH:9]1[CH2:14][CH2:13][NH:12][CH2:11][CH2:10]1.C(=O)([O-])[O-].[K+].[K+].I[CH2:22][CH3:23]. Product: [Cl:1][C:2]1[C:7]([Cl:8])=[CH:6][CH:5]=[CH:4][C:3]=1[CH:9]1[CH2:14][CH2:13][N:12]([CH2:22][CH3:23])[CH2:11][CH2:10]1. The catalyst class is: 10. (6) Reactant: [O:1]1[CH2:4][C:3](=O)[CH2:2]1.C1(P(C2C=CC=CC=2)(C2C=CC=CC=2)=[CH:13][C:14]([O:16][CH2:17][CH3:18])=[O:15])C=CC=CC=1. Product: [CH2:17]([O:16][C:14](=[O:15])[CH:13]=[C:3]1[CH2:2][O:1][CH2:4]1)[CH3:18]. The catalyst class is: 2. (7) Reactant: Cl[C:2]1[C:7]([Cl:8])=[CH:6][C:5]([C:9]([F:12])([F:11])[F:10])=[CH:4][N:3]=1.[F:13][C:14]1[CH:19]=[C:18]([N+:20]([O-:22])=[O:21])[CH:17]=[CH:16][C:15]=1[OH:23].C([O-])([O-])=O.[K+].[K+].O. Product: [Cl:8][C:7]1[C:2]([O:23][C:15]2[CH:16]=[CH:17][C:18]([N+:20]([O-:22])=[O:21])=[CH:19][C:14]=2[F:13])=[N:3][CH:4]=[C:5]([C:9]([F:12])([F:11])[F:10])[CH:6]=1. The catalyst class is: 37.